This data is from Reaction yield outcomes from USPTO patents with 853,638 reactions. The task is: Predict the reaction yield, written as a fraction of the theoretical maximum amount of product (1.0 means a 100% yield; for example, 0.34 means a 34% yield). The reactants are N(C(OC(C)C)=O)=NC(OC(C)C)=O.[Cl:15][C:16]1[CH:21]=[CH:20][C:19]([N:22]2[C:26]3[CH:27]=[CH:28][CH:29]=[CH:30][C:25]=3[NH:24][S:23]2(=[O:32])=[O:31])=[CH:18][CH:17]=1.[Br:33][CH2:34][CH2:35]O.C1(P(C2C=CC=CC=2)C2C=CC=CC=2)C=CC=CC=1. The catalyst is C1COCC1. The product is [Br:33][CH2:34][CH2:35][N:24]1[C:25]2[CH:30]=[CH:29][CH:28]=[CH:27][C:26]=2[N:22]([C:19]2[CH:20]=[CH:21][C:16]([Cl:15])=[CH:17][CH:18]=2)[S:23]1(=[O:31])=[O:32]. The yield is 0.840.